This data is from Forward reaction prediction with 1.9M reactions from USPTO patents (1976-2016). The task is: Predict the product of the given reaction. Given the reactants [CH:1]1([CH:6]([OH:10])[C:7]([OH:9])=O)[CH2:5][CH2:4][CH2:3][CH2:2]1.Cl.[NH2:12][C@H:13]([C:15]([C:17]1([NH2:38])[C:23](=[O:24])[N:22]([CH2:25][CH:26]2[CH2:28][CH2:27]2)[C:21]2[CH:29]=[CH:30][CH:31]=[CH:32][C:20]=2[N:19]([CH2:33][CH:34]2[CH2:36][CH2:35]2)[C:18]1=[O:37])=[O:16])[CH3:14], predict the reaction product. The product is: [CH:1]1([CH:6]([OH:10])[C:7]([NH:12][C@H:13]([C:15]([C:17]2([NH2:38])[C:23](=[O:24])[N:22]([CH2:25][CH:26]3[CH2:27][CH2:28]3)[C:21]3[CH:29]=[CH:30][CH:31]=[CH:32][C:20]=3[N:19]([CH2:33][CH:34]3[CH2:36][CH2:35]3)[C:18]2=[O:37])=[O:16])[CH3:14])=[O:9])[CH2:2][CH2:3][CH2:4][CH2:5]1.